From a dataset of Human liver microsome stability data. Regression/Classification. Given a drug SMILES string, predict its absorption, distribution, metabolism, or excretion properties. Task type varies by dataset: regression for continuous measurements (e.g., permeability, clearance, half-life) or binary classification for categorical outcomes (e.g., BBB penetration, CYP inhibition). Dataset: hlm. (1) The drug is CC(C#Cc1ccccc1)=NN=C(N)NS(=O)(=O)c1cc(C)c(Cl)cc1SCc1ccccc1Cl. The result is 0 (unstable in human liver microsomes). (2) The molecule is CC(Oc1ccccc1Cl)C(=O)Nc1cc(C(F)(F)F)ccc1-n1cncn1. The result is 0 (unstable in human liver microsomes). (3) The compound is CCCc1ccc(C[C@H](NC(=O)C=Cc2cc(Cl)ccc2-n2cnnn2)C(=O)Nc2ccc(C(=O)O)cc2)cc1. The result is 0 (unstable in human liver microsomes). (4) The compound is CCc1nc(N)nc(N)c1-c1ccc2c(c1)N(CCCCC(=O)OC)CCC2. The result is 1 (stable in human liver microsomes). (5) The drug is Cc1ccc(S(=O)(=O)N2CCC(C(=O)Nc3ccc(C(C)C)cc3)CC2)c(C)c1. The result is 1 (stable in human liver microsomes). (6) The molecule is Cn1c(-c2ccccn2)c(C2CCCCC2)c2ccc(C(=O)NC(C)(C)C(=O)Nc3ccc(C=CC(=O)O)cc3)cc21. The result is 0 (unstable in human liver microsomes). (7) The compound is CN1C[C@@H]2CCCC[C@]2(c2ccc(Cl)c(Cl)c2)C1. The result is 0 (unstable in human liver microsomes). (8) The drug is Cc1nnc(O)cc1-c1ccc(OC2CCN(C3CCC3)CC2)cc1. The result is 0 (unstable in human liver microsomes). (9) The drug is CN1CCN(c2cccc(OC(=O)N3CCC(c4ccc(F)cc4)CC3)c2)CC1. The result is 1 (stable in human liver microsomes).